This data is from Full USPTO retrosynthesis dataset with 1.9M reactions from patents (1976-2016). The task is: Predict the reactants needed to synthesize the given product. (1) Given the product [Br:1][C:2]1[CH:7]=[CH:6][C:5]([S:8]([NH:17][CH2:16][CH:13]2[CH2:15][CH2:14]2)(=[O:10])=[O:9])=[CH:4][C:3]=1[F:12], predict the reactants needed to synthesize it. The reactants are: [Br:1][C:2]1[CH:7]=[CH:6][C:5]([S:8](Cl)(=[O:10])=[O:9])=[CH:4][C:3]=1[F:12].[CH:13]1([CH2:16][NH2:17])[CH2:15][CH2:14]1. (2) Given the product [CH2:10]([O:9][C:7](=[O:8])[CH:6]([NH:12][C:27](=[O:28])[C:26]1[CH:30]=[C:31]([CH3:32])[C:23]([O:22][CH3:21])=[C:24]([CH3:33])[CH:25]=1)[C:5]([O:4][CH2:2][CH3:3])=[O:13])[CH3:11], predict the reactants needed to synthesize it. The reactants are: Cl.[CH2:2]([O:4][C:5](=[O:13])[CH:6]([NH2:12])[C:7]([O:9][CH2:10][CH3:11])=[O:8])[CH3:3].C(N(CC)CC)C.[CH3:21][O:22][C:23]1[C:31]([CH3:32])=[CH:30][C:26]([C:27](Cl)=[O:28])=[CH:25][C:24]=1[CH3:33].O. (3) Given the product [F:11][C:8]1[CH:9]=[CH:10][C:5]2[N:6]([C:2]([N:16]3[CH2:17][CH2:18][CH:13]([OH:12])[CH2:14][CH2:15]3)=[N:3][N:4]=2)[CH:7]=1, predict the reactants needed to synthesize it. The reactants are: Cl[C:2]1[N:6]2[CH:7]=[C:8]([F:11])[CH:9]=[CH:10][C:5]2=[N:4][N:3]=1.[OH:12][CH:13]1[CH2:18][CH2:17][NH:16][CH2:15][CH2:14]1.N. (4) Given the product [C:1]([O:4][C@@H:5]1[CH2:22][CH2:21][C@@:20]2([CH3:23])[C:7](=[CH:8][CH2:9][C@@H:10]3[C@@H:19]2[CH2:18][CH2:17][C@@:15]2([CH3:16])[C@H:11]3[CH2:12][C:13]([CH:25]=[O:26])=[C:14]2[N:27]2[C:31]3[CH:32]=[CH:33][CH:34]=[CH:35][C:30]=3[N:29]=[CH:28]2)[CH2:6]1)(=[O:3])[CH3:2], predict the reactants needed to synthesize it. The reactants are: [C:1]([O:4][C@@H:5]1[CH2:22][CH2:21][C@@:20]2([CH3:23])[C:7](=[CH:8][CH2:9][C@@H:10]3[C@@H:19]2[CH2:18][CH2:17][C@@:15]2([CH3:16])[C@H:11]3[CH2:12][C:13]([CH:25]=[O:26])=[C:14]2Cl)[CH2:6]1)(=[O:3])[CH3:2].[N:27]1[C:31]2[CH:32]=[CH:33][CH:34]=[CH:35][C:30]=2[NH:29][CH:28]=1.C(=O)([O-])[O-].[K+].[K+].O. (5) The reactants are: [CH:1]1([CH2:4][O:5][C:6]2[C:11]([O:12][CH3:13])=[CH:10][CH:9]=[CH:8][C:7]=2/[CH:14]=[CH:15]/[C:16]2[N:17]=[C:18]3[N:22]([C:23]=2[C:24]([OH:26])=O)[CH:21]=[CH:20][S:19]3)[CH2:3][CH2:2]1.[F:27][C:28]([F:36])([F:35])[C:29]1[N:30]=[C:31]([NH2:34])[S:32][CH:33]=1.CCN=C=NCCCN(C)C.Cl. Given the product [CH:1]1([CH2:4][O:5][C:6]2[C:11]([O:12][CH3:13])=[CH:10][CH:9]=[CH:8][C:7]=2/[CH:14]=[CH:15]/[C:16]2[N:17]=[C:18]3[N:22]([C:23]=2[C:24]([NH:34][C:31]2[S:32][CH:33]=[C:29]([C:28]([F:36])([F:35])[F:27])[N:30]=2)=[O:26])[CH:21]=[CH:20][S:19]3)[CH2:2][CH2:3]1, predict the reactants needed to synthesize it.